Dataset: Peptide-MHC class I binding affinity with 185,985 pairs from IEDB/IMGT. Task: Regression. Given a peptide amino acid sequence and an MHC pseudo amino acid sequence, predict their binding affinity value. This is MHC class I binding data. (1) The peptide sequence is VRFPNITNL. The MHC is HLA-B15:01 with pseudo-sequence HLA-B15:01. The binding affinity (normalized) is 0.0847. (2) The peptide sequence is SMYQLMITI. The MHC is HLA-A02:01 with pseudo-sequence HLA-A02:01. The binding affinity (normalized) is 0.379.